This data is from Full USPTO retrosynthesis dataset with 1.9M reactions from patents (1976-2016). The task is: Predict the reactants needed to synthesize the given product. (1) Given the product [CH:27]1([O:32][C:2]2[CH:7]=[C:6]([F:8])[CH:5]=[CH:4][C:3]=2[C:9]2[N:14]=[CH:13][N:12]=[C:11]([NH:15][C:16]3[CH:21]=[CH:20][CH:19]=[C:18]([CH2:22][S:23]([CH3:26])(=[O:25])=[O:24])[CH:17]=3)[N:10]=2)[CH2:31][CH2:30][CH2:29][CH2:28]1, predict the reactants needed to synthesize it. The reactants are: F[C:2]1[CH:7]=[C:6]([F:8])[CH:5]=[CH:4][C:3]=1[C:9]1[N:14]=[CH:13][N:12]=[C:11]([NH:15][C:16]2[CH:21]=[CH:20][CH:19]=[C:18]([CH2:22][S:23]([CH3:26])(=[O:25])=[O:24])[CH:17]=2)[N:10]=1.[CH:27]1([OH:32])[CH2:31][CH2:30][CH2:29][CH2:28]1. (2) Given the product [CH2:24]([S:26]([NH:1][C:2]1[CH:3]=[C:4]([C:8]2[CH:9]=[C:10]3[C:14](=[CH:15][CH:16]=2)[CH2:13][CH:12]([NH:17][S:18]([CH:21]([CH3:23])[CH3:22])(=[O:20])=[O:19])[CH2:11]3)[CH:5]=[CH:6][CH:7]=1)(=[O:28])=[O:27])[CH3:25], predict the reactants needed to synthesize it. The reactants are: [NH2:1][C:2]1[CH:3]=[C:4]([C:8]2[CH:9]=[C:10]3[C:14](=[CH:15][CH:16]=2)[CH2:13][CH:12]([NH:17][S:18]([CH:21]([CH3:23])[CH3:22])(=[O:20])=[O:19])[CH2:11]3)[CH:5]=[CH:6][CH:7]=1.[CH2:24]([S:26](Cl)(=[O:28])=[O:27])[CH3:25].